From a dataset of Forward reaction prediction with 1.9M reactions from USPTO patents (1976-2016). Predict the product of the given reaction. (1) Given the reactants Br.Br[CH2:3][C:4]1[CH:9]=[CH:8][CH:7]=[CH:6][N:5]=1.BrCC1OC(C(F)(F)F)=CC=1.[CH3:21][O:22][C:23]1[C:28]([C:29]#[N:30])=[CH:27][C:26]2[C:31]3([CH2:41][O:42][C:25]=2[CH:24]=1)[C:39]1[C:34](=[CH:35][CH:36]=[CH:37][CH:38]=1)[NH:33][C:32]3=[O:40].CC1C2C=C3C4(C5C(=CC=CC=5)NC4=O)COC3=CC=2ON=1, predict the reaction product. The product is: [CH3:21][O:22][C:23]1[C:28]([C:29]#[N:30])=[CH:27][C:26]2[C:31]3([CH2:41][O:42][C:25]=2[CH:24]=1)[C:39]1[C:34](=[CH:35][CH:36]=[CH:37][CH:38]=1)[N:33]([CH2:3][C:4]1[CH:9]=[CH:8][CH:7]=[CH:6][N:5]=1)[C:32]3=[O:40]. (2) Given the reactants C[O:2][C:3](=O)[C@H:4]([CH3:16])[CH2:5][O:6][CH2:7][O:8][CH2:9][C:10]1[CH:15]=[CH:14][CH:13]=[CH:12][CH:11]=1.[H-].[Al+3].[Li+].[H-].[H-].[H-], predict the reaction product. The product is: [CH2:9]([O:8][CH2:7][O:6][CH2:5][C@H:4]([CH3:16])[CH2:3][OH:2])[C:10]1[CH:15]=[CH:14][CH:13]=[CH:12][CH:11]=1. (3) Given the reactants FC1C=C(C(N)=O)C2O[C:8]([C:10]3[CH:15]=[CH:14][C:13]([CH2:16][N:17]4[CH2:21][CH2:20][CH2:19][CH2:18]4)=[CH:12][CH:11]=3)=[CH:7]C=2C=1.[C:26](C1C=CC(C=O)=CC=1)#C.N1CCCCC1, predict the reaction product. The product is: [C:8]([C:10]1[CH:11]=[CH:12][C:13]([CH2:16][N:17]2[CH2:21][CH2:20][CH2:19][CH2:18][CH2:26]2)=[CH:14][CH:15]=1)#[CH:7]. (4) Given the reactants [NH2:1][C:2]1[CH:32]=[CH:31][C:5]2[N:6]=[C:7]([NH:9][C:10]3[CH:15]=[C:14]([CH2:16][C:17]4[CH:22]=[CH:21][CH:20]=[CH:19][CH:18]=4)[N:13]=[C:12]([NH:23][C@H:24]4[CH2:29][CH2:28][C@H:27]([OH:30])[CH2:26][CH2:25]4)[N:11]=3)[S:8][C:4]=2[CH:3]=1.C(N(C(C)C)C(C)C)C.Cl[C:43]([O:45][CH2:46][CH2:47]Br)=[O:44].CC(C)([O-])C.[K+], predict the reaction product. The product is: [OH:30][C@H:27]1[CH2:26][CH2:25][C@H:24]([NH:23][C:12]2[N:11]=[C:10]([NH:9][C:7]3[S:8][C:4]4[CH:3]=[C:2]([N:1]5[CH2:47][CH2:46][O:45][C:43]5=[O:44])[CH:32]=[CH:31][C:5]=4[N:6]=3)[CH:15]=[C:14]([CH2:16][C:17]3[CH:18]=[CH:19][CH:20]=[CH:21][CH:22]=3)[N:13]=2)[CH2:29][CH2:28]1. (5) Given the reactants C(O)(=O)C.C(O)(=O)C.IC1C=CC=CC=1.[F:16][C:17]1[CH:22]=[C:21]([F:23])[CH:20]=[CH:19][C:18]=1[C:24]1[C:29]([F:30])=[CH:28][N:27]=[C:26]([NH:31][C:32]2[CH:37]=[C:36]([CH2:38][S:39][CH3:40])[CH:35]=[C:34]([F:41])[CH:33]=2)[N:25]=1.[N:42]#[C:43][NH2:44], predict the reaction product. The product is: [F:16][C:17]1[CH:22]=[C:21]([F:23])[CH:20]=[CH:19][C:18]=1[C:24]1[C:29]([F:30])=[CH:28][N:27]=[C:26]([NH:31][C:32]2[CH:37]=[C:36]([CH:35]=[C:34]([F:41])[CH:33]=2)[CH2:38][S:39](=[N:44][C:43]#[N:42])[CH3:40])[N:25]=1. (6) Given the reactants Cl[C:2]1[C:11]2[C:6](=[CH:7][C:8]([Cl:12])=[CH:9][CH:10]=2)[N:5]=[CH:4][CH:3]=1.[C:13]([O:17][C:18]([NH:20][CH:21]1[CH2:25][CH2:24][NH:23][CH2:22]1)=[O:19])([CH3:16])([CH3:15])[CH3:14].N12CCN(CC1)CC2, predict the reaction product. The product is: [C:13]([O:17][C:18]([NH:20][CH:21]1[CH2:25][CH2:24][N:23]([C:2]2[C:11]3[C:6](=[CH:7][C:8]([Cl:12])=[CH:9][CH:10]=3)[N:5]=[CH:4][CH:3]=2)[CH2:22]1)=[O:19])([CH3:16])([CH3:14])[CH3:15]. (7) Given the reactants C[O:2][CH2:3][C@H:4]([CH3:36])[O:5][C:6]1[CH:7]=[C:8]([C:23]2[NH:27][C:26]([C:28]3[O:29][CH2:30][C@@H:31]([C@@H:33]([OH:35])[CH3:34])[N:32]=3)=[CH:25][CH:24]=2)[CH:9]=[C:10]([O:12][C:13]2[CH:14]=[N:15][C:16]([S:19]([CH3:22])(=[O:21])=[O:20])=[CH:17][CH:18]=2)[CH:11]=1.B(Br)(Br)Br.C(=O)([O-])O.[Na+], predict the reaction product. The product is: [OH:35][C@H:33]([C@@H:31]1[CH2:30][O:29][C:28]([C:26]2[NH:27][C:23]([C:8]3[CH:7]=[C:6]([CH:11]=[C:10]([O:12][C:13]4[CH:14]=[N:15][C:16]([S:19]([CH3:22])(=[O:20])=[O:21])=[CH:17][CH:18]=4)[CH:9]=3)[O:5][C@@H:4]([CH3:36])[CH2:3][OH:2])=[CH:24][CH:25]=2)=[N:32]1)[CH3:34]. (8) Given the reactants [Br:1][C:2]1[NH:3][C:4]([Cl:8])=[C:5]([Cl:7])[N:6]=1.[H-].[Na+].Cl[CH2:12][O:13][CH2:14][CH2:15][Si:16]([CH3:19])([CH3:18])[CH3:17].C([O-])(O)=O.[Na+], predict the reaction product. The product is: [Br:1][C:2]1[N:3]([CH2:12][O:13][CH2:14][CH2:15][Si:16]([CH3:19])([CH3:18])[CH3:17])[C:4]([Cl:8])=[C:5]([Cl:7])[N:6]=1. (9) Given the reactants [CH3:1][CH2:2][CH2:3][CH2:4][CH2:5][CH2:6][CH2:7][CH2:8][CH2:9][CH2:10][CH2:11][CH2:12][CH2:13][CH2:14][CH2:15][C:16](=[O:32])[CH2:17][CH2:18][CH2:19][CH2:20][CH2:21][CH2:22][CH2:23][CH2:24][CH2:25][CH2:26][CH2:27][CH2:28][CH2:29][CH2:30][CH3:31].[C@@H:33]1([N:42]2[CH:49]=[CH:48][C:46](=[O:47])[NH:45][C:43]2=[O:44])[O:41][C@H:38]([CH2:39][OH:40])[C@@H:36](O)[C@H:34]1[OH:35].CC1C=CC(S(O)(=O)=O)=CC=1.C(OC(OCC)OCC)C, predict the reaction product. The product is: [OH:40][CH2:39][CH:38]1[CH:36]2[O:32][C:16]([CH2:15][CH2:14][CH2:13][CH2:12][CH2:11][CH2:10][CH2:9][CH2:8][CH2:7][CH2:6][CH2:5][CH2:4][CH2:3][CH2:2][CH3:1])([CH2:17][CH2:18][CH2:19][CH2:20][CH2:21][CH2:22][CH2:23][CH2:24][CH2:25][CH2:26][CH2:27][CH2:28][CH2:29][CH2:30][CH3:31])[O:35][CH:34]2[CH:33]([N:42]2[CH:49]=[CH:48][C:46](=[O:47])[NH:45][C:43]2=[O:44])[O:41]1.